Dataset: Full USPTO retrosynthesis dataset with 1.9M reactions from patents (1976-2016). Task: Predict the reactants needed to synthesize the given product. (1) Given the product [C:17]1([C:16]2[C:10]3[N:9]=[CH:8][N:7]([C:1]4[CH:6]=[CH:5][CH:4]=[C:3]([CH:24]=[CH2:25])[CH:2]=4)[C:12](=[O:13])[C:11]=3[S:14][CH:15]=2)[CH:18]=[CH:19][CH:20]=[CH:21][CH:22]=1, predict the reactants needed to synthesize it. The reactants are: [C:1]1([N:7]2[C:12](=[O:13])[C:11]3[S:14][CH:15]=[C:16]([C:17]4[CH:22]=[CH:21][CH:20]=[CH:19][CH:18]=4)[C:10]=3[N:9]=[CH:8]2)[CH:6]=[CH:5][CH:4]=[CH:3][CH:2]=1.N[C:24]1C(C2C=CC=CC=2)=CS[C:25]=1C(OC)=O.C(OCC)(OCC)OCC.C(C1C=CC(N)=CC=1)=C. (2) The reactants are: Cl[CH2:2][C:3]([NH:5][CH2:6][CH2:7][C:8]1[CH:16]=[CH:15][C:11]2[O:12][CH2:13][O:14][C:10]=2[CH:9]=1)=[O:4].[NH2:17][CH2:18][CH2:19][CH2:20][OH:21]. Given the product [OH:21][CH2:20][CH2:19][CH2:18][NH:17][CH2:2][C:3]([NH:5][CH2:6][CH2:7][C:8]1[CH:16]=[CH:15][C:11]2[O:12][CH2:13][O:14][C:10]=2[CH:9]=1)=[O:4], predict the reactants needed to synthesize it. (3) Given the product [Br:19][C:20]1[CH:21]=[CH:22][C:23]([Cl:34])=[C:24]([CH2:25][C:26]2[CH:31]=[CH:30][C:29]([O:32][CH2:12][CH2:13][O:14][CH2:15][CH:16]([F:18])[F:17])=[CH:28][CH:27]=2)[CH:33]=1, predict the reactants needed to synthesize it. The reactants are: CC1C=CC(S(O[CH2:12][CH2:13][O:14][CH2:15][CH:16]([F:18])[F:17])(=O)=O)=CC=1.[Br:19][C:20]1[CH:21]=[CH:22][C:23]([Cl:34])=[C:24]([CH:33]=1)[CH2:25][C:26]1[CH:31]=[CH:30][C:29]([OH:32])=[CH:28][CH:27]=1.C([O-])([O-])=O.[Cs+].[Cs+].